Predict the product of the given reaction. From a dataset of Forward reaction prediction with 1.9M reactions from USPTO patents (1976-2016). (1) Given the reactants [CH3:1][N:2]1[C:6]([NH2:7])=[C:5]([C:8]2[CH:13]=[CH:12][C:11]([CH3:14])=[CH:10][CH:9]=2)[C:4]([O:15][CH2:16][CH2:17][O:18][C:19]2[CH:24]=[CH:23][CH:22]=[CH:21][CH:20]=2)=[N:3]1.[C:25]([C:29]1[CH:34]=[CH:33][C:32]([S:35](Cl)(=[O:37])=[O:36])=[CH:31][CH:30]=1)([CH3:28])([CH3:27])[CH3:26].[OH-:39].[K+], predict the reaction product. The product is: [C:25]([C:29]1[CH:34]=[CH:33][C:32]([S:35]([N:7]([S:35]([C:32]2[CH:33]=[CH:34][C:29]([C:25]([CH3:28])([CH3:27])[CH3:26])=[CH:30][CH:31]=2)(=[O:36])=[O:39])[C:6]2[N:2]([CH3:1])[N:3]=[C:4]([O:15][CH2:16][CH2:17][O:18][C:19]3[CH:24]=[CH:23][CH:22]=[CH:21][CH:20]=3)[C:5]=2[C:8]2[CH:9]=[CH:10][C:11]([CH3:14])=[CH:12][CH:13]=2)(=[O:37])=[O:36])=[CH:31][CH:30]=1)([CH3:28])([CH3:27])[CH3:26]. (2) Given the reactants [CH3:1][O:2][C:3]1[CH:8]=[C:7]([O:9][CH3:10])[N:6]=[C:5]([N:11]2[C:20](=[O:21])[C:19]3[C:14](=[CH:15][C:16]([C:22](O)=[O:23])=[CH:17][CH:18]=3)[NH:13][C:12]2=[S:25])[N:4]=1.[NH2:26][S:27]([C:30]1[CH:37]=[CH:36][C:33]([CH2:34][NH2:35])=[CH:32][CH:31]=1)(=[O:29])=[O:28].CCN(C(C)C)C(C)C.CN(C(ON1N=NC2C=CC=NC1=2)=[N+](C)C)C.F[P-](F)(F)(F)(F)F, predict the reaction product. The product is: [NH2:26][S:27]([C:30]1[CH:31]=[CH:32][C:33]([CH2:34][NH:35][C:22]([C:16]2[CH:15]=[C:14]3[C:19]([C:20](=[O:21])[N:11]([C:5]4[N:6]=[C:7]([O:9][CH3:10])[CH:8]=[C:3]([O:2][CH3:1])[N:4]=4)[C:12](=[S:25])[NH:13]3)=[CH:18][CH:17]=2)=[O:23])=[CH:36][CH:37]=1)(=[O:28])=[O:29]. (3) Given the reactants C([N:3]([CH2:6]C)CC)C.[C:8]([OH:12])([CH3:11])([CH3:10])[CH3:9].C1(C2C(C3C=CC=CC=3)=C(N=[N+]=[N-])PC=2)C=CC=CC=1.[CH3:33][C:34]1[CH:39]=[C:38]([CH3:40])[CH:37]=[CH:36][C:35]=1[C:41]1[C:42]2[N:43]([C:48](C(O)=O)=[C:49]([CH2:51][CH3:52])[N:50]=2)[N:44]=[C:45]([CH3:47])[CH:46]=1.[OH2:56], predict the reaction product. The product is: [CH3:33][C:34]1[CH:39]=[C:38]([CH3:40])[CH:37]=[CH:36][C:35]=1[C:41]1[C:42]2[N:43]([C:48]([NH:3][C:6](=[O:56])[O:12][C:8]([CH3:11])([CH3:10])[CH3:9])=[C:49]([CH2:51][CH3:52])[N:50]=2)[N:44]=[C:45]([CH3:47])[CH:46]=1. (4) Given the reactants [CH2:1]([N:8]1[CH2:13][CH2:12][CH2:11][CH:10]([NH:14][NH:15]C(OC(C)(C)C)=O)[CH2:9]1)[C:2]1[CH:7]=[CH:6][CH:5]=[CH:4][CH:3]=1.[ClH:23], predict the reaction product. The product is: [ClH:23].[CH2:1]([N:8]1[CH2:13][CH2:12][CH2:11][CH:10]([NH:14][NH2:15])[CH2:9]1)[C:2]1[CH:3]=[CH:4][CH:5]=[CH:6][CH:7]=1. (5) Given the reactants [C:1]([O:5][C:6](=[O:15])[CH2:7]/[N:8]=[CH:9]/[CH2:10][C:11]([CH3:14])([CH3:13])[CH3:12])([CH3:4])([CH3:3])[CH3:2].[Cl:16][C:17]1[CH:18]=[C:19](/[CH:24]=[C:25](/[C:28]2[CH:33]=[CH:32][C:31]([Cl:34])=[CH:30][C:29]=2[F:35])\[C:26]#[N:27])[CH:20]=[C:21]([F:23])[CH:22]=1.C(N(CC)CC)C, predict the reaction product. The product is: [C:1]([O:5][C:6]([CH:7]1[CH:24]([C:19]2[CH:20]=[C:21]([F:23])[CH:22]=[C:17]([Cl:16])[CH:18]=2)[C:25]([C:28]2[CH:33]=[CH:32][C:31]([Cl:34])=[CH:30][C:29]=2[F:35])([C:26]#[N:27])[CH:9]([CH2:10][C:11]([CH3:14])([CH3:13])[CH3:12])[NH:8]1)=[O:15])([CH3:4])([CH3:3])[CH3:2]. (6) Given the reactants Br[C:2]1[CH:3]=[CH:4][C:5]([CH2:8][C:9]2[CH:23]=[CH:22][C:12]3[CH2:13][CH2:14][N:15]([CH:18]4[CH2:21][CH2:20][CH2:19]4)[CH2:16][CH2:17][C:11]=3[CH:10]=2)=[N:6][CH:7]=1.[NH:24]1[CH2:28][CH2:27][CH2:26][C:25]1=[O:29].C(=O)([O-])[O-].[K+].[K+].CNCCNC.[I-], predict the reaction product. The product is: [CH:18]1([N:15]2[CH2:14][CH2:13][C:12]3[CH:22]=[CH:23][C:9]([CH2:8][C:5]4[N:6]=[CH:7][C:2]([N:24]5[CH2:28][CH2:27][CH2:26][C:25]5=[O:29])=[CH:3][CH:4]=4)=[CH:10][C:11]=3[CH2:17][CH2:16]2)[CH2:21][CH2:20][CH2:19]1.